Dataset: Full USPTO retrosynthesis dataset with 1.9M reactions from patents (1976-2016). Task: Predict the reactants needed to synthesize the given product. Given the product [Cl:37][C:24]1[CH:25]=[C:26]([CH:35]=[CH:36][C:23]=1[NH:22][C:2]1[N:3]=[CH:4][C:5]2[N:6]([CH3:21])[C:7](=[O:20])[C:8]3([CH2:19][CH2:18]3)[CH2:9][N:10]([CH:13]3[CH2:14][CH2:15][CH2:16][CH2:17]3)[C:11]=2[N:12]=1)[C:27]([NH:29][CH2:30][CH2:31][N:32]([CH3:34])[CH3:33])=[O:28], predict the reactants needed to synthesize it. The reactants are: Cl[C:2]1[N:3]=[CH:4][C:5]2[N:6]([CH3:21])[C:7](=[O:20])[C:8]3([CH2:19][CH2:18]3)[CH2:9][N:10]([CH:13]3[CH2:17][CH2:16][CH2:15][CH2:14]3)[C:11]=2[N:12]=1.[NH2:22][C:23]1[CH:36]=[CH:35][C:26]([C:27]([NH:29][CH2:30][CH2:31][N:32]([CH3:34])[CH3:33])=[O:28])=[CH:25][C:24]=1[Cl:37].C(=O)([O-])[O-].[Cs+].[Cs+].CC1(C)C2C(=C(P(C3C=CC=CC=3)C3C=CC=CC=3)C=CC=2)OC2C(P(C3C=CC=CC=3)C3C=CC=CC=3)=CC=CC1=2.